This data is from NCI-60 drug combinations with 297,098 pairs across 59 cell lines. The task is: Regression. Given two drug SMILES strings and cell line genomic features, predict the synergy score measuring deviation from expected non-interaction effect. (1) Drug 1: C(CCl)NC(=O)N(CCCl)N=O. Drug 2: CC12CCC3C(C1CCC2OP(=O)(O)O)CCC4=C3C=CC(=C4)OC(=O)N(CCCl)CCCl.[Na+]. Cell line: PC-3. Synergy scores: CSS=1.39, Synergy_ZIP=0.842, Synergy_Bliss=3.40, Synergy_Loewe=-1.45, Synergy_HSA=-0.731. (2) Drug 1: CC1C(C(CC(O1)OC2CC(CC3=C2C(=C4C(=C3O)C(=O)C5=C(C4=O)C(=CC=C5)OC)O)(C(=O)CO)O)N)O.Cl. Drug 2: C1=NNC2=C1C(=O)NC=N2. Cell line: CCRF-CEM. Synergy scores: CSS=43.2, Synergy_ZIP=-6.15, Synergy_Bliss=-4.95, Synergy_Loewe=-9.84, Synergy_HSA=-1.74.